Task: Binary Classification. Given a miRNA mature sequence and a target amino acid sequence, predict their likelihood of interaction.. Dataset: Experimentally validated miRNA-target interactions with 360,000+ pairs, plus equal number of negative samples (1) The miRNA is hsa-miR-651-5p with sequence UUUAGGAUAAGCUUGACUUUUG. The protein sequence of the target gene is MADEALFLLLHNEMVSGVYKSAEQGEVENGRCITKLENMGFRVGQGLIERFTKDTARFKDELDIMKFICKDFWTTVFKKQIDNLRTNHQGIYVLQDNKFRLLTQMSAGKQYLEHASKYLAFTCGLIRGGLSNLGIKSIVTAEVSSMPACKFQVMIQKL. Result: 0 (no interaction). (2) The miRNA is hsa-miR-299-3p with sequence UAUGUGGGAUGGUAAACCGCUU. The protein sequence of the target gene is MACSLQKLFAVEEEFEDEDFLSAVEDAENRFTGSLPVNAGRLRPVSSRPQETVQAQSSRLLLLHPTAPSEALGLPDLDLCLPASSTPSADSRPSCIGAAPLRPVSTSSSWIGNQRRVTVTEVLRETARPQSSALHPLLTFESQQQQVGGFEGPEQDEFDKVLASMELEEPGMELECGVSSEAIPILPAQQREGSVLAKKARVVDLSGSCQKGPVPAIHKAGIMSAQDESLDPVIQCRTPRPPLRPGAVGHLPVPTALTVPTQQLHWEVCPQRSPVQALQPLQAARGTIQSSPQNRFPCQP.... Result: 0 (no interaction).